From a dataset of Reaction yield outcomes from USPTO patents with 853,638 reactions. Predict the reaction yield, written as a fraction of the theoretical maximum amount of product (1.0 means a 100% yield; for example, 0.34 means a 34% yield). (1) The reactants are [CH2:1]([NH:8][CH2:9][C:10]1[CH:15]=[CH:14][CH:13]=[CH:12][CH:11]=1)[C:2]1[CH:7]=[CH:6][CH:5]=[CH:4][CH:3]=1.C(O[BH-](OC(=O)C)OC(=O)C)(=O)C.[Na+].[CH2:30]([O:32][C:33]([CH:35]1[CH2:38][C:37](=O)[CH2:36]1)=[O:34])[CH3:31]. The catalyst is C(O)(=O)C.C1COCC1. The product is [CH2:30]([O:32][C:33]([CH:35]1[CH2:38][CH:37]([N:8]([CH2:1][C:2]2[CH:7]=[CH:6][CH:5]=[CH:4][CH:3]=2)[CH2:9][C:10]2[CH:15]=[CH:14][CH:13]=[CH:12][CH:11]=2)[CH2:36]1)=[O:34])[CH3:31]. The yield is 0.730. (2) The product is [NH2:1][C:2]1[N:6]([C:7]2[CH:8]=[CH:9][C:10]([C:11]([N:26]3[CH2:31][CH2:30][O:29][CH2:28][CH2:27]3)=[O:12])=[CH:14][CH:15]=2)[N:5]=[C:4]([NH:16][C:17]2[CH:25]=[CH:24][C:20]3[O:21][CH2:22][O:23][C:19]=3[CH:18]=2)[N:3]=1. The catalyst is C1COCC1.O. The yield is 0.0500. The reactants are [NH2:1][C:2]1[N:6]([C:7]2[CH:15]=[CH:14][C:10]([C:11](O)=[O:12])=[CH:9][CH:8]=2)[N:5]=[C:4]([NH:16][C:17]2[CH:25]=[CH:24][C:20]3[O:21][CH2:22][O:23][C:19]=3[CH:18]=2)[N:3]=1.[NH:26]1[CH2:31][CH2:30][O:29][CH2:28][CH2:27]1.CN(C(ON1N=NC2C=CC=CC1=2)=[N+](C)C)C.F[P-](F)(F)(F)(F)F. (3) The reactants are [C:1]([O:5][C:6]([N:8]1[CH2:13][CH2:12][NH:11][CH2:10][CH2:9]1)=[O:7])([CH3:4])([CH3:3])[CH3:2].[CH2:14](Br)[C:15]#[CH:16].C(=O)([O-])[O-].[K+].[K+].[Br-]. The catalyst is C(#N)C.ClCCl. The product is [C:1]([O:5][C:6]([N:8]1[CH2:13][CH2:12][N:11]([CH2:16][C:15]#[CH:14])[CH2:10][CH2:9]1)=[O:7])([CH3:4])([CH3:2])[CH3:3]. The yield is 0.460. (4) The reactants are [NH2:1][C:2]([NH2:4])=[S:3].[BrH:5].O[CH:7]([C:9]1[CH:14]=[CH:13][CH:12]=[CH:11][C:10]=1[O:15][C:16]1[C:21]([CH:22](O)[CH3:23])=[CH:20][CH:19]=[CH:18][CH:17]=1)[CH3:8].CCOCC. The catalyst is O. The product is [BrH:5].[BrH:5].[C:2]([S:3][CH:7]([C:9]1[CH:14]=[CH:13][CH:12]=[CH:11][C:10]=1[O:15][C:16]1[CH:17]=[CH:18][CH:19]=[CH:20][C:21]=1[CH:22]([S:3][C:2](=[NH:1])[NH2:4])[CH3:23])[CH3:8])(=[NH:4])[NH2:1]. The yield is 0.540.